This data is from Reaction yield outcomes from USPTO patents with 853,638 reactions. The task is: Predict the reaction yield, written as a fraction of the theoretical maximum amount of product (1.0 means a 100% yield; for example, 0.34 means a 34% yield). (1) The reactants are [CH3:1][C:2]([S:10][C:11]1[CH:20]=[CH:19][C:14]2[N:15]=[C:16]([NH2:18])[S:17][C:13]=2[CH:12]=1)([CH3:9])[CH2:3][N:4]1[CH2:8][CH2:7][CH2:6][CH2:5]1.Cl.OO.C(=O)([O-])[OH:25].[Na+].[OH2:29]. The catalyst is CO.O.O.[O-][W]([O-])(=O)=O.[Na+].[Na+]. The product is [CH3:9][C:2]([S:10]([C:11]1[CH:20]=[CH:19][C:14]2[N:15]=[C:16]([NH2:18])[S:17][C:13]=2[CH:12]=1)(=[O:25])=[O:29])([CH3:1])[CH2:3][N:4]1[CH2:8][CH2:7][CH2:6][CH2:5]1. The yield is 0.623. (2) The yield is 0.740. The reactants are Br[C:2]1[CH:7]=[CH:6][C:5]([C:8](=[C:16]2[CH2:20][CH2:19][CH2:18][CH2:17]2)[C:9]2[CH:14]=[CH:13][C:12]([OH:15])=[CH:11][CH:10]=2)=[CH:4][CH:3]=1.[C:21]([O:25][C:26]([CH3:29])([CH3:28])[CH3:27])(=[O:24])[CH:22]=[CH2:23].CCN(CC)CC.CC1C=CC=CC=1P(C1C=CC=CC=1C)C1C=CC=CC=1C. The product is [C:16]1(=[C:8]([C:9]2[CH:14]=[CH:13][C:12]([OH:15])=[CH:11][CH:10]=2)[C:5]2[CH:6]=[CH:7][C:2](/[CH:23]=[CH:22]/[C:21]([O:25][C:26]([CH3:29])([CH3:28])[CH3:27])=[O:24])=[CH:3][CH:4]=2)[CH2:20][CH2:19][CH2:18][CH2:17]1. The catalyst is CC([O-])=O.CC([O-])=O.[Pd+2].O.CCOC(C)=O.CC#N. (3) The reactants are [ClH:1].C(O[C:7](=O)[N:8]([CH2:10][CH2:11][CH2:12][NH:13][C:14]([CH:16]1[CH2:19][CH2:18][CH2:17]1)=[O:15])C)(C)(C)C. The catalyst is O1CCOCC1. The product is [ClH:1].[CH3:7][NH:8][CH2:10][CH2:11][CH2:12][NH:13][C:14]([CH:16]1[CH2:19][CH2:18][CH2:17]1)=[O:15]. The yield is 0.760. (4) The reactants are [OH:1][C:2]1[CH:9]=[C:8]([O:10][CH3:11])[CH:7]=[CH:6][C:3]=1[CH:4]=[O:5].[Br-:12].[Br-].[Br-].C([N+](CCCC)(CCCC)CCCC)CCC.C([N+](CCCC)(CCCC)CCCC)CCC.C([N+](CCCC)(CCCC)CCCC)CCC. The catalyst is ClCCl. The product is [Br:12][C:7]1[CH:6]=[C:3]([C:2]([OH:1])=[CH:9][C:8]=1[O:10][CH3:11])[CH:4]=[O:5]. The yield is 0.760. (5) The reactants are [Cl:1][C:2]1[CH:7]=[CH:6][C:5](I)=[C:4]([Cl:9])[CH:3]=1.C([Mg]Cl)(C)C.[C:15]([O:19][C:20]([N:22]1[CH2:27][CH2:26][C:25](=[O:28])[CH2:24][CH2:23]1)=[O:21])([CH3:18])([CH3:17])[CH3:16].[BH4-].[Na+]. The catalyst is O1CCCC1. The product is [C:15]([O:19][C:20]([N:22]1[CH2:27][CH2:26][C:25]([C:5]2[CH:6]=[CH:7][C:2]([Cl:1])=[CH:3][C:4]=2[Cl:9])([OH:28])[CH2:24][CH2:23]1)=[O:21])([CH3:18])([CH3:16])[CH3:17]. The yield is 0.300. (6) The product is [F:1][C:2]1[CH:7]=[CH:6][C:5]([CH3:8])=[CH:4][C:3]=1[NH:9][C:10]1[N:15]2[N:16]=[CH:17][C:18]([C:19]([NH:43][S:40]([CH2:38][CH3:39])(=[O:42])=[O:41])=[O:20])=[C:14]2[N:13]=[CH:12][C:11]=1[C:22]([N:24]1[CH2:25][CH2:26][CH:27]([C:30]2[CH:35]=[CH:34][C:33]([O:36][CH3:37])=[CH:32][CH:31]=2)[CH2:28][CH2:29]1)=[O:23]. The reactants are [F:1][C:2]1[CH:7]=[CH:6][C:5]([CH3:8])=[CH:4][C:3]=1[NH:9][C:10]1[N:15]2[N:16]=[CH:17][C:18]([C:19](O)=[O:20])=[C:14]2[N:13]=[CH:12][C:11]=1[C:22]([N:24]1[CH2:29][CH2:28][CH:27]([C:30]2[CH:35]=[CH:34][C:33]([O:36][CH3:37])=[CH:32][CH:31]=2)[CH2:26][CH2:25]1)=[O:23].[CH2:38]([S:40]([NH2:43])(=[O:42])=[O:41])[CH3:39]. The yield is 0.750. No catalyst specified. (7) The reactants are [CH2:1]([O:3][C:4](=[O:17])[C:5](=O)[CH2:6][C:7]([C:9]1[CH:14]=[CH:13][CH:12]=[C:11]([Cl:15])[CH:10]=1)=[O:8])[CH3:2].Cl.[NH2:19]O. The catalyst is CO. The product is [CH2:1]([O:3][C:4]([C:5]1[CH:6]=[C:7]([C:9]2[CH:14]=[CH:13][CH:12]=[C:11]([Cl:15])[CH:10]=2)[O:8][N:19]=1)=[O:17])[CH3:2]. The yield is 0.710. (8) The reactants are C([O:3][C:4](=O)[C@@H:5]1[CH2:9][C@H:8]([CH3:10])[C:7](=O)[N:6]1[C:12]([O:14][C:15]([CH3:18])([CH3:17])[CH3:16])=[O:13])C.[BH4-].[Na+].B(F)(F)F.CCOCC. The catalyst is O1CCCC1. The product is [CH3:10][C@@H:8]1[CH2:7][N:6]([C:12]([O:14][C:15]([CH3:17])([CH3:16])[CH3:18])=[O:13])[C@H:5]([CH2:4][OH:3])[CH2:9]1. The yield is 0.690.